Dataset: Aqueous solubility values for 9,982 compounds from the AqSolDB database. Task: Regression/Classification. Given a drug SMILES string, predict its absorption, distribution, metabolism, or excretion properties. Task type varies by dataset: regression for continuous measurements (e.g., permeability, clearance, half-life) or binary classification for categorical outcomes (e.g., BBB penetration, CYP inhibition). For this dataset (solubility_aqsoldb), we predict Y. (1) The Y is -4.83 log mol/L. The molecule is [Y]. (2) The drug is NC(C(=O)O)C(O)C(O)C(O)CO. The Y is -0.859 log mol/L. (3) The drug is CC(C)(CO)Cc1ccccc1. The Y is -2.04 log mol/L. (4) The Y is -3.12 log mol/L. The molecule is Nc1cnn(-c2ccccc2)c(=O)c1Br. (5) The compound is C=CCN(CCC#N)c1cc(NC(C)=O)c(N=Nc2c(Br)cc([N+](=O)[O-])cc2[N+](=O)[O-])cc1OC. The Y is -8.90 log mol/L.